Dataset: Peptide-MHC class I binding affinity with 185,985 pairs from IEDB/IMGT. Task: Regression. Given a peptide amino acid sequence and an MHC pseudo amino acid sequence, predict their binding affinity value. This is MHC class I binding data. (1) The peptide sequence is TSSGDATTAY. The MHC is HLA-A24:02 with pseudo-sequence HLA-A24:02. The binding affinity (normalized) is 0. (2) The peptide sequence is ITLKIIETY. The MHC is HLA-A33:01 with pseudo-sequence HLA-A33:01. The binding affinity (normalized) is 0.